Dataset: Catalyst prediction with 721,799 reactions and 888 catalyst types from USPTO. Task: Predict which catalyst facilitates the given reaction. (1) Reactant: [N+:1]([C:4]1[NH:8][N:7]=[C:6]([C:9]([OH:11])=[O:10])[CH:5]=1)([O-:3])=[O:2].S(Cl)(Cl)=O.C(=O)([O-])O.[Na+].[CH2:21](O)[CH3:22]. Product: [N+:1]([C:4]1[NH:8][N:7]=[C:6]([C:9]([O:11][CH2:21][CH3:22])=[O:10])[CH:5]=1)([O-:3])=[O:2]. The catalyst class is: 6. (2) Reactant: [CH3:1][O:2][C:3](=[O:21])[C:4]1[CH:9]=[CH:8][C:7]([N:10]2[CH2:15][CH2:14][C:13](=O)[C:12](=[CH:17]N(C)C)[CH2:11]2)=[CH:6][CH:5]=1.[C:22](=O)(O)O.[NH2:26][C:27]([NH2:29])=[NH:28].O.O.O.C([O-])(=O)C.[Na+]. Product: [CH2:1]([O:2][C:3](=[O:21])[C:4]1[CH:9]=[CH:8][C:7]([N:10]2[CH2:15][CH2:14][C:13]3[N:28]=[C:27]([NH2:29])[N:26]=[CH:17][C:12]=3[CH2:11]2)=[CH:6][CH:5]=1)[CH3:22]. The catalyst class is: 14. (3) Reactant: [CH3:1][S:2](Cl)(=[O:4])=[O:3].[Cl:6][CH2:7][CH2:8][O:9][CH2:10][CH2:11][O:12][CH2:13][CH2:14][OH:15].C(N(CC)CC)C. Product: [Cl:6][CH2:7][CH2:8][O:9][CH2:10][CH2:11][O:12][CH2:13][CH2:14][O:15][S:2]([CH3:1])(=[O:4])=[O:3]. The catalyst class is: 4. (4) Reactant: [NH2:1][C:2]1[CH:6]=[C:5]([C:7]([O:9]CC)=[O:8])[O:4][N:3]=1.[OH-].[Li+]. Product: [NH2:1][C:2]1[CH:6]=[C:5]([C:7]([OH:9])=[O:8])[O:4][N:3]=1. The catalyst class is: 47. (5) The catalyst class is: 1. Product: [F:22][C:23]1[CH:30]=[CH:29][C:26]([CH:27]([C:9]2([C:5]3[CH:6]=[CH:7][CH:8]=[C:3]([C:2]([F:1])([F:15])[F:16])[CH:4]=3)[S:10][CH2:11][CH2:12][CH2:13][S:14]2)[OH:28])=[CH:25][CH:24]=1. Reactant: [F:1][C:2]([F:16])([F:15])[C:3]1[CH:4]=[C:5]([CH:9]2[S:14][CH2:13][CH2:12][CH2:11][S:10]2)[CH:6]=[CH:7][CH:8]=1.[Li]CCCC.[F:22][C:23]1[CH:30]=[CH:29][C:26]([CH:27]=[O:28])=[CH:25][CH:24]=1.[Cl-].[NH4+]. (6) Reactant: [F:1][C:2]1[CH:3]=[C:4]([CH:6]=[CH:7][C:8]=1[N:9]1[CH2:14][CH2:13][O:12][CH2:11][CH2:10]1)[NH2:5].C[Al](C)C.N#N.[F:21][C:22]1[CH:23]=[C:24]([CH:37]=[CH:38][CH:39]=1)[O:25][CH2:26][C:27]([NH:29]/[C:30](/[CH3:36])=[CH:31]\[C:32](OC)=[O:33])=O. Product: [F:1][C:2]1[CH:3]=[C:4]([N:5]2[C:32](=[O:33])[CH:31]=[C:30]([CH3:36])[N:29]=[C:27]2[CH2:26][O:25][C:24]2[CH:37]=[CH:38][CH:39]=[C:22]([F:21])[CH:23]=2)[CH:6]=[CH:7][C:8]=1[N:9]1[CH2:14][CH2:13][O:12][CH2:11][CH2:10]1. The catalyst class is: 2.